From a dataset of Peptide-MHC class II binding affinity with 134,281 pairs from IEDB. Regression. Given a peptide amino acid sequence and an MHC pseudo amino acid sequence, predict their binding affinity value. This is MHC class II binding data. (1) The peptide sequence is QMRSMPFLRKTRWTF. The MHC is DRB1_0701 with pseudo-sequence DRB1_0701. The binding affinity (normalized) is 0.568. (2) The peptide sequence is EYAATHNPWASQLG. The MHC is DRB4_0101 with pseudo-sequence DRB4_0103. The binding affinity (normalized) is 0.411. (3) The peptide sequence is AFSPEVIPMFSALSEGA. The MHC is DRB1_0404 with pseudo-sequence DRB1_0404. The binding affinity (normalized) is 0.877. (4) The peptide sequence is FNSLISIAQHLVSDR. The MHC is DRB1_0301 with pseudo-sequence DRB1_0301. The binding affinity (normalized) is 0.569.